From a dataset of Peptide-MHC class I binding affinity with 185,985 pairs from IEDB/IMGT. Regression. Given a peptide amino acid sequence and an MHC pseudo amino acid sequence, predict their binding affinity value. This is MHC class I binding data. (1) The peptide sequence is APAPAAAAV. The MHC is HLA-B07:02 with pseudo-sequence HLA-B07:02. The binding affinity (normalized) is 0.585. (2) The peptide sequence is IDGVVARNRA. The MHC is H-2-Kd with pseudo-sequence H-2-Kd. The binding affinity (normalized) is 0.626. (3) The peptide sequence is HDLNVKNLY. The MHC is Mamu-A11 with pseudo-sequence Mamu-A11. The binding affinity (normalized) is 0. (4) The peptide sequence is YTGGYDVSL. The MHC is HLA-A68:02 with pseudo-sequence HLA-A68:02. The binding affinity (normalized) is 0.186. (5) The peptide sequence is IVFGIYKDNL. The MHC is HLA-A02:06 with pseudo-sequence HLA-A02:06. The binding affinity (normalized) is 0.643. (6) The peptide sequence is FLQRTDLSY. The MHC is HLA-A30:01 with pseudo-sequence HLA-A30:01. The binding affinity (normalized) is 0.213.